This data is from Peptide-MHC class I binding affinity with 185,985 pairs from IEDB/IMGT. The task is: Regression. Given a peptide amino acid sequence and an MHC pseudo amino acid sequence, predict their binding affinity value. This is MHC class I binding data. (1) The peptide sequence is NSSYWRQGY. The MHC is HLA-A26:01 with pseudo-sequence HLA-A26:01. The binding affinity (normalized) is 0.531. (2) The binding affinity (normalized) is 0.116. The MHC is H-2-Kb with pseudo-sequence H-2-Kb. The peptide sequence is FKFRDLLFKL. (3) The peptide sequence is RVMPVFAFK. The MHC is HLA-A01:01 with pseudo-sequence HLA-A01:01. The binding affinity (normalized) is 0.0847.